From a dataset of NCI-60 drug combinations with 297,098 pairs across 59 cell lines. Regression. Given two drug SMILES strings and cell line genomic features, predict the synergy score measuring deviation from expected non-interaction effect. (1) Drug 1: COC1=C(C=C2C(=C1)N=CN=C2NC3=CC(=C(C=C3)F)Cl)OCCCN4CCOCC4. Drug 2: C1C(C(OC1N2C=C(C(=O)NC2=O)F)CO)O. Cell line: LOX IMVI. Synergy scores: CSS=53.6, Synergy_ZIP=1.08, Synergy_Bliss=1.23, Synergy_Loewe=-17.5, Synergy_HSA=3.50. (2) Drug 1: CC=C1C(=O)NC(C(=O)OC2CC(=O)NC(C(=O)NC(CSSCCC=C2)C(=O)N1)C(C)C)C(C)C. Drug 2: CC12CCC3C(C1CCC2OP(=O)(O)O)CCC4=C3C=CC(=C4)OC(=O)N(CCCl)CCCl.[Na+]. Cell line: OVCAR-5. Synergy scores: CSS=37.8, Synergy_ZIP=-2.83, Synergy_Bliss=-2.53, Synergy_Loewe=-14.5, Synergy_HSA=-1.31. (3) Drug 1: CNC(=O)C1=CC=CC=C1SC2=CC3=C(C=C2)C(=NN3)C=CC4=CC=CC=N4. Drug 2: CC1C(C(CC(O1)OC2CC(CC3=C2C(=C4C(=C3O)C(=O)C5=C(C4=O)C(=CC=C5)OC)O)(C(=O)CO)O)N)O.Cl. Cell line: RPMI-8226. Synergy scores: CSS=40.4, Synergy_ZIP=4.24, Synergy_Bliss=4.37, Synergy_Loewe=-16.4, Synergy_HSA=1.22. (4) Drug 1: CN(C)N=NC1=C(NC=N1)C(=O)N. Drug 2: CC1C(C(CC(O1)OC2CC(OC(C2O)C)OC3=CC4=CC5=C(C(=O)C(C(C5)C(C(=O)C(C(C)O)O)OC)OC6CC(C(C(O6)C)O)OC7CC(C(C(O7)C)O)OC8CC(C(C(O8)C)O)(C)O)C(=C4C(=C3C)O)O)O)O. Cell line: M14. Synergy scores: CSS=-3.43, Synergy_ZIP=2.81, Synergy_Bliss=0.590, Synergy_Loewe=-3.59, Synergy_HSA=-3.60. (5) Drug 1: C1=CC(=CC=C1CC(C(=O)O)N)N(CCCl)CCCl.Cl. Drug 2: CC1=C(C(=O)C2=C(C1=O)N3CC4C(C3(C2COC(=O)N)OC)N4)N. Cell line: MCF7. Synergy scores: CSS=38.6, Synergy_ZIP=-0.339, Synergy_Bliss=3.70, Synergy_Loewe=2.25, Synergy_HSA=7.54. (6) Drug 1: C1=CC=C(C=C1)NC(=O)CCCCCCC(=O)NO. Drug 2: C(CC(=O)O)C(=O)CN.Cl. Cell line: OVCAR-4. Synergy scores: CSS=8.19, Synergy_ZIP=-2.21, Synergy_Bliss=3.91, Synergy_Loewe=-1.96, Synergy_HSA=1.56. (7) Drug 1: CC1OCC2C(O1)C(C(C(O2)OC3C4COC(=O)C4C(C5=CC6=C(C=C35)OCO6)C7=CC(=C(C(=C7)OC)O)OC)O)O. Drug 2: CN1C2=C(C=C(C=C2)N(CCCl)CCCl)N=C1CCCC(=O)O.Cl. Cell line: HOP-62. Synergy scores: CSS=40.1, Synergy_ZIP=-0.282, Synergy_Bliss=1.73, Synergy_Loewe=-20.3, Synergy_HSA=-0.384. (8) Drug 1: CC12CCC3C(C1CCC2O)C(CC4=C3C=CC(=C4)O)CCCCCCCCCS(=O)CCCC(C(F)(F)F)(F)F. Drug 2: C1=NC(=NC(=O)N1C2C(C(C(O2)CO)O)O)N. Cell line: HCT116. Synergy scores: CSS=43.3, Synergy_ZIP=-5.54, Synergy_Bliss=-3.84, Synergy_Loewe=-21.4, Synergy_HSA=-3.41.